Task: Predict the product of the given reaction.. Dataset: Forward reaction prediction with 1.9M reactions from USPTO patents (1976-2016) (1) Given the reactants [CH3:1][C:2]1[CH:11]=[CH:10][C:9]2[C:4](=[CH:5][CH:6]=[C:7]3[O:15][CH2:14][C@H:13]([CH2:16][OH:17])[O:12][C:8]3=2)[N:3]=1.[S:18](Cl)([C:21]1[CH:27]=[CH:26][C:24]([Br:25])=[CH:23][CH:22]=1)(=[O:20])=[O:19].C(N(CC)CC)C.O, predict the reaction product. The product is: [CH3:1][C:2]1[CH:11]=[CH:10][C:9]2[C:4](=[CH:5][CH:6]=[C:7]3[O:15][CH2:14][C@H:13]([CH2:16][O:17][S:18]([C:21]4[CH:27]=[CH:26][C:24]([Br:25])=[CH:23][CH:22]=4)(=[O:20])=[O:19])[O:12][C:8]3=2)[N:3]=1. (2) Given the reactants [CH2:1]([O:8][C:9]1[CH:10]=[C:11]([O:28][C:29]2[CH:34]=[CH:33][C:32]([S:35]([CH3:38])(=[O:37])=[O:36])=[CH:31][CH:30]=2)[CH:12]=[C:13]2[C:17]=1[NH:16][C:15]([C:18]1[S:22][C:21]([C:23](OCC)=[O:24])=[N:20][N:19]=1)=[CH:14]2)[C:2]1[CH:7]=[CH:6][CH:5]=[CH:4][CH:3]=1.[BH4-].[Na+].O.Cl, predict the reaction product. The product is: [CH2:1]([O:8][C:9]1[CH:10]=[C:11]([O:28][C:29]2[CH:30]=[CH:31][C:32]([S:35]([CH3:38])(=[O:36])=[O:37])=[CH:33][CH:34]=2)[CH:12]=[C:13]2[C:17]=1[NH:16][C:15]([C:18]1[S:22][C:21]([CH2:23][OH:24])=[N:20][N:19]=1)=[CH:14]2)[C:2]1[CH:7]=[CH:6][CH:5]=[CH:4][CH:3]=1. (3) The product is: [CH3:14][C:2]([N+:15]([O-:17])=[O:16])([CH3:1])[CH2:3][C:4]1[N:8]2[CH:9]=[CH:10][C:11]([O:13][CH2:19][C:20]([NH2:22])=[O:21])=[CH:12][C:7]2=[N:6][CH:5]=1. Given the reactants [CH3:1][C:2]([N+:15]([O-:17])=[O:16])([CH3:14])[CH2:3][C:4]1[N:8]2[CH:9]=[CH:10][C:11]([OH:13])=[CH:12][C:7]2=[N:6][CH:5]=1.Cl[CH2:19][C:20]([NH2:22])=[O:21].C(=O)([O-])[O-].[K+].[K+].[I-].[K+], predict the reaction product.